From a dataset of Full USPTO retrosynthesis dataset with 1.9M reactions from patents (1976-2016). Predict the reactants needed to synthesize the given product. (1) Given the product [CH2:29]([NH:32][C:2]1[CH:7]=[CH:6][C:5]([N+:8]([O-:10])=[O:9])=[CH:4][C:3]=1[C:11]1[O:12][C:13]2[CH:19]=[CH:18][C:17]([C:20]3[O:21][C:22]4[CH:28]=[CH:27][CH:26]=[CH:25][C:23]=4[CH:24]=3)=[CH:16][C:14]=2[N:15]=1)[CH2:30][CH3:31], predict the reactants needed to synthesize it. The reactants are: F[C:2]1[CH:7]=[CH:6][C:5]([N+:8]([O-:10])=[O:9])=[CH:4][C:3]=1[C:11]1[O:12][C:13]2[CH:19]=[CH:18][C:17]([C:20]3[O:21][C:22]4[CH:28]=[CH:27][CH:26]=[CH:25][C:23]=4[CH:24]=3)=[CH:16][C:14]=2[N:15]=1.[CH2:29]([NH2:32])[CH2:30][CH3:31]. (2) Given the product [C:1]([O:5][CH:6]([C:11]1[N:16]([CH3:17])[C:15](=[O:18])[C:14]2[N:19]([S:38]([C:35]3[CH:36]=[CH:37][C:32]([F:31])=[CH:33][CH:34]=3)(=[O:40])=[O:39])[CH:20]=[CH:21][C:13]=2[C:12]=1[C:22]1[CH:27]=[CH:26][C:25]([Cl:28])=[CH:24][CH:23]=1)[C:7]([OH:9])=[O:8])([CH3:3])([CH3:4])[CH3:2], predict the reactants needed to synthesize it. The reactants are: [C:1]([O:5][CH:6]([C:11]1[N:16]([CH3:17])[C:15](=[O:18])[C:14]2[NH:19][CH:20]=[CH:21][C:13]=2[C:12]=1[C:22]1[CH:27]=[CH:26][C:25]([Cl:28])=[CH:24][CH:23]=1)[C:7]([O:9]C)=[O:8])([CH3:4])([CH3:3])[CH3:2].[H-].[Na+].[F:31][C:32]1[CH:37]=[CH:36][C:35]([S:38](Cl)(=[O:40])=[O:39])=[CH:34][CH:33]=1.[Li+].[OH-].Cl. (3) Given the product [Cl:1][C:2]1[CH:16]=[CH:15][C:5]([CH2:6][O:7][C:8]2[CH:13]=[CH:12][N:11]([C:25]3[CH:26]=[CH:27][C:22]4[N:23]([C:29]([CH3:30])=[C:20]([CH:17]5[CH2:19][CH2:18]5)[N:21]=4)[CH:24]=3)[C:10](=[O:14])[CH:9]=2)=[CH:4][CH:3]=1, predict the reactants needed to synthesize it. The reactants are: [Cl:1][C:2]1[CH:16]=[CH:15][C:5]([CH2:6][O:7][C:8]2[CH:13]=[CH:12][NH:11][C:10](=[O:14])[CH:9]=2)=[CH:4][CH:3]=1.[CH:17]1([C:20]2[N:21]=[C:22]3[CH:27]=[CH:26][C:25](I)=[CH:24][N:23]3[C:29]=2[CH3:30])[CH2:19][CH2:18]1.CNCCNC.C(=O)([O-])[O-].[K+].[K+].N. (4) Given the product [CH3:26][C:5]1[C:6]2[CH:7]=[CH:8][C:9]3[C:17]4[O:25][CH:20]=[C:21]([CH3:22])[C:16]=4[C:15](=[O:14])[O:12][C:10]=3[C:11]=2[CH:2]=[CH:3][CH:4]=1, predict the reactants needed to synthesize it. The reactants are: C[C:2]1[CH:3]=[CH:4][CH:5]=[C:6]2[C:11]=1[C:10]([OH:12])=[CH:9][CH:8]=[CH:7]2.C[O:14][C:15]1C=C[CH:22]=[C:21]2[C:16]=1[CH2:17]CC[C:20]2=[O:25].[CH3:26][Mg]Br. (5) Given the product [C:1]([NH:4][C:5]1[CH:6]=[CH:7][C:8]([C:9]([NH:26][C:17]2[S:18][C:19]([CH2:20][CH2:21][O:22][N+:23]([O-:25])=[O:24])=[C:15]([CH3:14])[N:16]=2)=[O:11])=[CH:12][CH:13]=1)(=[O:3])[CH3:2], predict the reactants needed to synthesize it. The reactants are: [C:1]([NH:4][C:5]1[CH:13]=[CH:12][C:8]([C:9]([OH:11])=O)=[CH:7][CH:6]=1)(=[O:3])[CH3:2].[CH3:14][C:15]1[N:16]=[C:17]([NH2:26])[S:18][C:19]=1[CH2:20][CH2:21][O:22][N+:23]([O-:25])=[O:24].